This data is from Full USPTO retrosynthesis dataset with 1.9M reactions from patents (1976-2016). The task is: Predict the reactants needed to synthesize the given product. (1) Given the product [CH3:1][C:2]1[C:6]([C:7]2[C:16]3[C:11](=[CH:12][CH:13]=[CH:14][CH:15]=3)[CH:10]=[CH:9][CH:8]=2)=[C:5]([SH:27])[O:4][N:3]=1, predict the reactants needed to synthesize it. The reactants are: [CH3:1][C:2]1[C:6]([C:7]2[C:16]3[C:11](=[CH:12][CH:13]=[CH:14][CH:15]=3)[CH:10]=[CH:9][CH:8]=2)=[C:5](O)[O:4][N:3]=1.COC1C=CC(P2(SP(C3C=CC(OC)=CC=3)(=S)S2)=[S:27])=CC=1. (2) Given the product [CH2:1]([C:3]1[N:13]([C:14]2[CH:15]=[CH:16][C:17]([CH2:20][CH2:21][N:22]([CH3:36])[C:23]([NH:25][S:26]([C:29]3[CH:34]=[CH:33][C:32]([CH3:35])=[CH:31][CH:30]=3)(=[O:28])=[O:27])=[O:24])=[CH:18][CH:19]=2)[C:6]2=[N:7][C:8]([CH3:12])=[CH:9][C:10]([CH3:11])=[C:5]2[N:4]=1)[CH3:2], predict the reactants needed to synthesize it. The reactants are: [CH2:1]([C:3]1[N:13]([C:14]2[CH:19]=[CH:18][C:17]([CH2:20][CH2:21][NH:22][C:23]([NH:25][S:26]([C:29]3[CH:34]=[CH:33][C:32]([CH3:35])=[CH:31][CH:30]=3)(=[O:28])=[O:27])=[O:24])=[CH:16][CH:15]=2)[C:6]2=[N:7][C:8]([CH3:12])=[CH:9][C:10]([CH3:11])=[C:5]2[N:4]=1)[CH3:2].[CH3:36]N. (3) The reactants are: [CH3:1][C:2]1[O:6][N:5]=[C:4]([C:7]2[CH:12]=[CH:11][CH:10]=[CH:9][CH:8]=2)[C:3]=1[C:13]1[N:14]=[C:15]2[CH:20]=[C:19]([C:21]([OH:23])=O)[CH:18]=[CH:17][N:16]2[CH:24]=1.[N:25]1[CH:30]=[CH:29][C:28]([CH2:31][NH2:32])=[CH:27][CH:26]=1. Given the product [N:25]1[CH:30]=[CH:29][C:28]([CH2:31][NH:32][C:21]([C:19]2[CH:18]=[CH:17][N:16]3[CH:24]=[C:13]([C:3]4[C:4]([C:7]5[CH:12]=[CH:11][CH:10]=[CH:9][CH:8]=5)=[N:5][O:6][C:2]=4[CH3:1])[N:14]=[C:15]3[CH:20]=2)=[O:23])=[CH:27][CH:26]=1, predict the reactants needed to synthesize it.